Dataset: Forward reaction prediction with 1.9M reactions from USPTO patents (1976-2016). Task: Predict the product of the given reaction. Given the reactants [Br:1][C:2]1[CH:7]=[C:6]([F:8])[CH:5]=[C:4]([N+]([O-])=O)[C:3]=1[CH:12]=[C:13]([N:15]1CCCC1)C.O.NN, predict the reaction product. The product is: [Br:1][C:2]1[CH:7]=[C:6]([F:8])[CH:5]=[C:4]2[C:3]=1[CH:12]=[CH:13][NH:15]2.